From a dataset of Reaction yield outcomes from USPTO patents with 853,638 reactions. Predict the reaction yield, written as a fraction of the theoretical maximum amount of product (1.0 means a 100% yield; for example, 0.34 means a 34% yield). (1) No catalyst specified. The reactants are [Cl:1][C:2]1[CH:10]=[C:6]([C:7]([OH:9])=[O:8])[C:5]([NH2:11])=[CH:4][CH:3]=1.CO.[NH3:14]. The product is [Cl:1][C:2]1[CH:10]=[C:6]([C:7]([O-:9])=[O:8])[C:5]([NH2:11])=[CH:4][CH:3]=1.[NH4+:14]. The yield is 0.950. (2) The reactants are [H-].[Na+].[Cl:3][C:4]1[CH:9]=[C:8]([OH:10])[CH:7]=[CH:6][N:5]=1.[F:11][C:12]1[CH:17]=[C:16]([N+:18]([O-:20])=[O:19])[C:15]([F:21])=[CH:14][C:13]=1F. The catalyst is CN(C=O)C. The product is [Cl:3][C:4]1[CH:9]=[C:8]([O:10][C:13]2[CH:14]=[C:15]([F:21])[C:16]([N+:18]([O-:20])=[O:19])=[CH:17][C:12]=2[F:11])[CH:7]=[CH:6][N:5]=1. The yield is 0.630. (3) The yield is 0.950. The reactants are C(OC([N:8]1[CH2:13][CH2:12][N:11]([C:14]2[C:15]3[C:22]([C:23]4[S:24][CH:25]=[CH:26][CH:27]=4)=[CH:21][N:20]([S:28]([C:31]4[CH:36]=[CH:35][CH:34]=[CH:33][CH:32]=4)(=[O:30])=[O:29])[C:16]=3[N:17]=[CH:18][N:19]=2)[CH2:10][CH2:9]1)=O)(C)(C)C.[ClH:37].O1CCOCC1. The catalyst is O1CCOCC1.CCOCC. The product is [ClH:37].[ClH:37].[C:31]1([S:28]([N:20]2[C:16]3[N:17]=[CH:18][N:19]=[C:14]([N:11]4[CH2:10][CH2:9][NH:8][CH2:13][CH2:12]4)[C:15]=3[C:22]([C:23]3[S:24][CH:25]=[CH:26][CH:27]=3)=[CH:21]2)(=[O:30])=[O:29])[CH:32]=[CH:33][CH:34]=[CH:35][CH:36]=1. (4) The reactants are C([Li])CCC.[CH3:6][CH2:7][CH2:8][CH2:9][CH2:10]C.[Cl:12][C:13]1[CH:18]=[CH:17][N:16]=[CH:15][C:14]=1[CH2:19][S:20]([C:23]1[CH:28]=[CH:27][C:26]([Cl:29])=[CH:25][CH:24]=1)(=[O:22])=[O:21].ICCCCCI. The catalyst is O.C(COC)OC. The product is [Cl:12][C:13]1[CH:18]=[CH:17][N:16]=[CH:15][C:14]=1[C:19]1([S:20]([C:23]2[CH:28]=[CH:27][C:26]([Cl:29])=[CH:25][CH:24]=2)(=[O:21])=[O:22])[CH2:10][CH2:9][CH2:8][CH2:7][CH2:6]1. The yield is 0.180. (5) The reactants are [C:1]([N:5]1[C:9]([NH2:10])=[CH:8][C:7]([CH:11]2[CH2:14][C:13]([O:17][CH3:18])([O:15][CH3:16])[CH2:12]2)=[N:6]1)([CH3:4])([CH3:3])[CH3:2].C(N(CC)CC)C.[C:26](O)([C:28]([F:31])([F:30])[F:29])=[O:27].CCCP1(OP(CCC)(=O)OP(CCC)(=O)O1)=O. The catalyst is CCOC(C)=O. The product is [C:1]([N:5]1[C:9]([NH:10][C:26](=[O:27])[C:28]([F:31])([F:30])[F:29])=[CH:8][C:7]([CH:11]2[CH2:12][C:13]([O:15][CH3:16])([O:17][CH3:18])[CH2:14]2)=[N:6]1)([CH3:4])([CH3:3])[CH3:2]. The yield is 0.600.